This data is from Catalyst prediction with 721,799 reactions and 888 catalyst types from USPTO. The task is: Predict which catalyst facilitates the given reaction. (1) Reactant: [NH2:1][C:2]1[CH:3]=[C:4]([CH2:8][OH:9])[CH:5]=[CH:6][CH:7]=1.[CH3:10][C:11]([O:14][C:15](O[C:15]([O:14][C:11]([CH3:13])([CH3:12])[CH3:10])=[O:16])=[O:16])([CH3:13])[CH3:12].CCN(C(C)C)C(C)C.O. Product: [OH:9][CH2:8][C:4]1[CH:3]=[C:2]([NH:1][C:15](=[O:16])[O:14][C:11]([CH3:13])([CH3:12])[CH3:10])[CH:7]=[CH:6][CH:5]=1. The catalyst class is: 56. (2) Reactant: [OH:1][CH2:2][CH:3]1[CH2:19][CH2:18][C:6]2([O:10][C:9](=[O:11])[N:8]([C:12]3[CH:17]=[CH:16][CH:15]=[CH:14][CH:13]=3)[CH2:7]2)[CH2:5][CH2:4]1.CC(OI1(OC(C)=O)(OC(C)=O)OC(=O)C2C=CC=CC1=2)=O.C([O-])(O)=O.[Na+].[O-]S([O-])(=S)=O.[Na+].[Na+]. Product: [O:11]=[C:9]1[N:8]([C:12]2[CH:17]=[CH:16][CH:15]=[CH:14][CH:13]=2)[CH2:7][C:6]2([CH2:18][CH2:19][CH:3]([CH:2]=[O:1])[CH2:4][CH2:5]2)[O:10]1. The catalyst class is: 2. (3) Reactant: C(OC([N:8]1[CH2:13][CH2:12][N:11]([C:14]2[C:19]([CH3:20])=[CH:18][C:17]([CH3:21])=[CH:16][N:15]=2)[CH2:10][CH2:9]1)=O)(C)(C)C.Cl.C(OCC)(=O)C.C(Cl)(Cl)Cl.C(=O)([O-])[O-].[K+].[K+]. Product: [CH3:20][C:19]1[C:14]([N:11]2[CH2:10][CH2:9][NH:8][CH2:13][CH2:12]2)=[N:15][CH:16]=[C:17]([CH3:21])[CH:18]=1. The catalyst class is: 6. (4) Reactant: [OH-].[Na+].C[O:4][C:5](=[O:40])[CH2:6][C:7]1[CH:8]=[N:9][CH:10]=[C:11]([C:13]2[CH:18]=[CH:17][C:16]([C:19]([CH2:37][CH3:38])([C:22]3[CH:27]=[CH:26][C:25](/[CH:28]=[CH:29]/[C:30]([CH2:34][CH3:35])([OH:33])[CH2:31][CH3:32])=[C:24]([CH3:36])[CH:23]=3)[CH2:20][CH3:21])=[CH:15][C:14]=2[CH3:39])[CH:12]=1.[Cl-].[NH4+]. Product: [CH2:20]([C:19]([C:16]1[CH:17]=[CH:18][C:13]([C:11]2[CH:12]=[C:7]([CH2:6][C:5]([OH:40])=[O:4])[CH:8]=[N:9][CH:10]=2)=[C:14]([CH3:39])[CH:15]=1)([C:22]1[CH:27]=[CH:26][C:25](/[CH:28]=[CH:29]/[C:30]([CH2:31][CH3:32])([OH:33])[CH2:34][CH3:35])=[C:24]([CH3:36])[CH:23]=1)[CH2:37][CH3:38])[CH3:21]. The catalyst class is: 5. (5) Reactant: [CH:1]1([CH2:7][C:8]([OH:10])=O)[CH2:6][CH2:5][CH2:4][CH2:3][CH2:2]1.C1C=CC2N(O)N=NC=2C=1.CCN=C=NCCCN(C)C.[C:32]([O:36][C:37]([N:39]1[CH2:43][C@@H:42]([CH2:44][N:45]([CH:62]([CH3:64])[CH3:63])[C:46](=[O:61])[C:47]2[CH:52]=[CH:51][C:50]([O:53][CH3:54])=[C:49]([O:55][CH2:56][CH2:57][CH2:58][O:59][CH3:60])[CH:48]=2)[C@H:41]([NH2:65])[CH2:40]1)=[O:38])([CH3:35])([CH3:34])[CH3:33].Cl. Product: [C:32]([O:36][C:37]([N:39]1[CH2:43][C@@H:42]([CH2:44][N:45]([CH:62]([CH3:63])[CH3:64])[C:46](=[O:61])[C:47]2[CH:52]=[CH:51][C:50]([O:53][CH3:54])=[C:49]([O:55][CH2:56][CH2:57][CH2:58][O:59][CH3:60])[CH:48]=2)[C@H:41]([NH:65][C:8](=[O:10])[CH2:7][CH:1]2[CH2:2][CH2:3][CH2:4][CH2:5][CH2:6]2)[CH2:40]1)=[O:38])([CH3:34])([CH3:35])[CH3:33]. The catalyst class is: 2. (6) Reactant: [C:1](Cl)(=[O:5])[C:2](Cl)=O.[CH3:7][CH2:8][N:9]([CH:13](C)C)[CH:10](C)C.[NH2:16][C:17]1[CH:22]=[CH:21][C:20]([S:23]([NH:26][C:27]2[CH:32]=[CH:31][CH:30]=[C:29]([NH:33][C:34]3[N:39]=[C:38]([C:40]4[C:48]5[C:43](=[CH:44][CH:45]=[CH:46][CH:47]=5)[N:42]([S:49]([C:52]5[CH:57]=[CH:56][CH:55]=[CH:54][CH:53]=5)(=[O:51])=[O:50])[CH:41]=4)[C:37]([Cl:58])=[CH:36][N:35]=3)[CH:28]=2)(=[O:25])=[O:24])=[CH:19][CH:18]=1. Product: [Cl:58][C:37]1[C:38]([C:40]2[C:48]3[C:43](=[CH:44][CH:45]=[CH:46][CH:47]=3)[N:42]([S:49]([C:52]3[CH:53]=[CH:54][CH:55]=[CH:56][CH:57]=3)(=[O:50])=[O:51])[CH:41]=2)=[N:39][C:34]([NH:33][C:29]2[CH:28]=[C:27]([NH:26][S:23]([C:20]3[CH:19]=[CH:18][C:17]([NH:16][C:1](=[O:5])/[CH:2]=[CH:7]/[CH2:8][N:9]([CH3:13])[CH3:10])=[CH:22][CH:21]=3)(=[O:25])=[O:24])[CH:32]=[CH:31][CH:30]=2)=[N:35][CH:36]=1. The catalyst class is: 118. (7) Reactant: [F:1][C:2]1[C:3]([O:10][CH3:11])=[C:4]([CH:6]=[C:7]([CH3:9])[CH:8]=1)N.Cl.[OH2:13].Cl[C:15](Cl)(Cl)[CH:16]=O.S([O-])([O-])(=O)=O.[Mg+2].Cl.[NH2:27][OH:28].C[N:30](C)C=O. Product: [F:1][C:2]1[C:3]([O:10][CH3:11])=[C:4]([C:15](=[N:27][OH:28])[C:16]([NH2:30])=[O:13])[CH:6]=[C:7]([CH3:9])[CH:8]=1. The catalyst class is: 6.